Dataset: NCI-60 drug combinations with 297,098 pairs across 59 cell lines. Task: Regression. Given two drug SMILES strings and cell line genomic features, predict the synergy score measuring deviation from expected non-interaction effect. (1) Drug 1: C1=NC2=C(N1)C(=S)N=C(N2)N. Drug 2: CC1=C2C(C(=O)C3(C(CC4C(C3C(C(C2(C)C)(CC1OC(=O)C(C(C5=CC=CC=C5)NC(=O)C6=CC=CC=C6)O)O)OC(=O)C7=CC=CC=C7)(CO4)OC(=O)C)O)C)OC(=O)C. Cell line: LOX IMVI. Synergy scores: CSS=41.8, Synergy_ZIP=-4.59, Synergy_Bliss=-8.82, Synergy_Loewe=-7.17, Synergy_HSA=-4.68. (2) Drug 2: CC1C(C(CC(O1)OC2CC(CC3=C2C(=C4C(=C3O)C(=O)C5=CC=CC=C5C4=O)O)(C(=O)C)O)N)O. Cell line: UACC-257. Synergy scores: CSS=52.2, Synergy_ZIP=0.288, Synergy_Bliss=2.73, Synergy_Loewe=-33.0, Synergy_HSA=3.76. Drug 1: C1=CC(=CC=C1CCCC(=O)O)N(CCCl)CCCl. (3) Drug 1: C1=CC=C(C=C1)NC(=O)CCCCCCC(=O)NO. Drug 2: C(CC(=O)O)C(=O)CN.Cl. Cell line: MOLT-4. Synergy scores: CSS=42.0, Synergy_ZIP=-6.80, Synergy_Bliss=-6.62, Synergy_Loewe=-18.8, Synergy_HSA=-6.79. (4) Drug 1: C1CC(=O)NC(=O)C1N2CC3=C(C2=O)C=CC=C3N. Drug 2: C1=CN(C=N1)CC(O)(P(=O)(O)O)P(=O)(O)O. Cell line: SK-MEL-5. Synergy scores: CSS=7.27, Synergy_ZIP=0.438, Synergy_Bliss=1.48, Synergy_Loewe=-4.08, Synergy_HSA=0.430. (5) Drug 1: C1CC(=O)NC(=O)C1N2CC3=C(C2=O)C=CC=C3N. Drug 2: CCC(=C(C1=CC=CC=C1)C2=CC=C(C=C2)OCCN(C)C)C3=CC=CC=C3.C(C(=O)O)C(CC(=O)O)(C(=O)O)O. Cell line: HOP-92. Synergy scores: CSS=-0.230, Synergy_ZIP=-2.53, Synergy_Bliss=-4.36, Synergy_Loewe=-3.80, Synergy_HSA=-3.78.